Dataset: Forward reaction prediction with 1.9M reactions from USPTO patents (1976-2016). Task: Predict the product of the given reaction. (1) Given the reactants [N+:1]([C:4]1[CH:9]=[CH:8][C:7]([C:10]2[C:18]3[C:17]([OH:19])=[C:16]([C:20]#[N:21])[C:15](=[O:22])[NH:14][C:13]=3[S:12][CH:11]=2)=[CH:6][CH:5]=1)([O-])=O.[Cl-].[NH4+].O, predict the reaction product. The product is: [NH2:1][C:4]1[CH:5]=[CH:6][C:7]([C:10]2[C:18]3[C:17]([OH:19])=[C:16]([C:20]#[N:21])[C:15](=[O:22])[NH:14][C:13]=3[S:12][CH:11]=2)=[CH:8][CH:9]=1. (2) Given the reactants [CH3:1][O:2][C:3]1[C:4]2[N:5]([N:9]=[C:10]([C:12]3([CH2:15][NH2:16])[CH2:14][CH2:13]3)[N:11]=2)[CH:6]=[CH:7][CH:8]=1.CCN(CC)CC.Cl[C:25]([O:27][CH:28]1[CH2:32][CH2:31][CH2:30][CH2:29]1)=[O:26].C([O-])(O)=O.[Na+], predict the reaction product. The product is: [CH:28]1([O:27][C:25](=[O:26])[NH:16][CH2:15][C:12]2([C:10]3[N:11]=[C:4]4[C:3]([O:2][CH3:1])=[CH:8][CH:7]=[CH:6][N:5]4[N:9]=3)[CH2:14][CH2:13]2)[CH2:32][CH2:31][CH2:30][CH2:29]1. (3) Given the reactants [Cl:1][C:2]1[CH:3]=[C:4]([C@@H:8]2[C@@H:13]([C:14]3[CH:19]=[CH:18][C:17]([Cl:20])=[CH:16][CH:15]=3)[N:12]([CH:21]([CH2:24][CH3:25])[CH2:22][CH3:23])[C:11](=[O:26])[C@:10]([CH2:28][C@H:29]([OH:33])[C:30]([NH2:32])=[O:31])([CH3:27])[CH2:9]2)[CH:5]=[CH:6][CH:7]=1.[O-:34][CH2:35]C.[Na+].C(=O)(OCC)OCC, predict the reaction product. The product is: [Cl:1][C:2]1[CH:3]=[C:4]([C@@H:8]2[C@@H:13]([C:14]3[CH:19]=[CH:18][C:17]([Cl:20])=[CH:16][CH:15]=3)[N:12]([CH:21]([CH2:22][CH3:23])[CH2:24][CH3:25])[C:11](=[O:26])[C@:10]([CH2:28][CH:29]3[O:33][C:35](=[O:34])[NH:32][C:30]3=[O:31])([CH3:27])[CH2:9]2)[CH:5]=[CH:6][CH:7]=1. (4) The product is: [F:19][C:20]1[CH:25]=[CH:24][C:23]([NH:26][C:27](=[S:28])[NH:1][C:2]2[CH:3]=[C:4]([CH:14]=[CH:15][C:16]=2[O:17][CH3:18])[C:5]([NH:7][C:8]2[CH:13]=[CH:12][CH:11]=[CH:10][CH:9]=2)=[O:6])=[CH:22][CH:21]=1. Given the reactants [NH2:1][C:2]1[CH:3]=[C:4]([CH:14]=[CH:15][C:16]=1[O:17][CH3:18])[C:5]([NH:7][C:8]1[CH:13]=[CH:12][CH:11]=[CH:10][CH:9]=1)=[O:6].[F:19][C:20]1[CH:25]=[CH:24][C:23]([N:26]=[C:27]=[S:28])=[CH:22][CH:21]=1, predict the reaction product. (5) The product is: [CH:11]([O:8][C:1](=[O:9])[CH:2]([CH2:4][C:5]([O:7][CH:2]([CH2:4][CH3:5])[CH3:1])=[O:6])[OH:3])([CH2:12][CH3:13])[CH3:10]. Given the reactants [C:1]([OH:9])(=[O:8])[CH:2]([CH2:4][C:5]([OH:7])=[O:6])[OH:3].[CH3:10][CH:11](O)[CH2:12][CH3:13], predict the reaction product. (6) Given the reactants [CH:1]12[CH2:9][CH:5]([CH2:6][NH:7][CH2:8]1)[CH2:4][N:3]([CH2:10][CH:11]([OH:22])[CH2:12][O:13][C:14]1[CH:21]=[CH:20][C:17]([C:18]#[N:19])=[CH:16][CH:15]=1)[CH2:2]2.Br[C:24]1[S:25][CH:26]=[CH:27][N:28]=1.C([O-])([O-])=O.[K+].[K+], predict the reaction product. The product is: [OH:22][CH:11]([CH2:10][N:3]1[CH2:4][CH:5]2[CH2:9][CH:1]([CH2:8][N:7]([C:24]3[S:25][CH:26]=[CH:27][N:28]=3)[CH2:6]2)[CH2:2]1)[CH2:12][O:13][C:14]1[CH:15]=[CH:16][C:17]([C:18]#[N:19])=[CH:20][CH:21]=1. (7) Given the reactants [CH3:1][C:2]1([CH3:46])[C:6](=[O:7])[N:5]([C:8]2[CH:13]=[CH:12][C:11]([NH:14][C:15](=[O:20])[CH2:16][N:17]([CH3:19])[CH3:18])=[C:10]([C:21]([F:24])([F:23])[F:22])[CH:9]=2)[C:4](=[O:25])[N:3]1[CH2:26][CH2:27][CH2:28][CH2:29][CH2:30][CH2:31][CH2:32][CH2:33][CH2:34][S:35][CH2:36][CH2:37][CH2:38][C:39]([F:45])([F:44])[C:40]([F:43])([F:42])[F:41].CC1(C)N(CCCCCCCCCSCCCC(F)(F)C(F)(F)F)C(=[O:73])N(C2C=CC([N+]([O-])=O)=C(C(F)(F)F)C=2)C1=O, predict the reaction product. The product is: [CH3:1][C:2]1([CH3:46])[C:6](=[O:7])[N:5]([C:8]2[CH:13]=[CH:12][C:11]([NH:14][C:15](=[O:20])[CH2:16][N:17]([CH3:18])[CH3:19])=[C:10]([C:21]([F:24])([F:23])[F:22])[CH:9]=2)[C:4](=[O:25])[N:3]1[CH2:26][CH2:27][CH2:28][CH2:29][CH2:30][CH2:31][CH2:32][CH2:33][CH2:34][S:35]([CH2:36][CH2:37][CH2:38][C:39]([F:45])([F:44])[C:40]([F:41])([F:42])[F:43])=[O:73].